This data is from Catalyst prediction with 721,799 reactions and 888 catalyst types from USPTO. The task is: Predict which catalyst facilitates the given reaction. (1) Reactant: CO[C:3]([C:5]1[N:6]=[C:7]([C:24]#[N:25])[C:8]2[C:9](=[O:23])[N:10]([CH2:16][C:17]3[CH:22]=[CH:21][CH:20]=[CH:19][CH:18]=3)[CH:11]=[CH:12][C:13]=2[C:14]=1[OH:15])=[O:4].[NH2:26][CH2:27][CH2:28][CH2:29][CH2:30][C:31]([OH:33])=[O:32].C[O-].[Na+]. Product: [CH2:16]([N:10]1[C:9](=[O:23])[C:8]2[C:7]([C:24]#[N:25])=[N:6][C:5]([C:3]([NH:26][CH2:27][CH2:28][CH2:29][CH2:30][C:31]([OH:33])=[O:32])=[O:4])=[C:14]([OH:15])[C:13]=2[CH:12]=[CH:11]1)[C:17]1[CH:18]=[CH:19][CH:20]=[CH:21][CH:22]=1. The catalyst class is: 25. (2) Reactant: [O:1]=[C:2]1[C:10]2[C:5](=[CH:6][CH:7]=[C:8]([C:11]([O:13][CH3:14])=[O:12])[CH:9]=2)[CH2:4][CH2:3]1.[BH4-].[Na+]. Product: [OH:1][CH:2]1[C:10]2[C:5](=[CH:6][CH:7]=[C:8]([C:11]([O:13][CH3:14])=[O:12])[CH:9]=2)[CH2:4][CH2:3]1. The catalyst class is: 5. (3) Reactant: [CH3:1][C:2]([CH3:52])([CH3:51])[C@@H:3]([C:12]1[NH:13][C:14]([C:17]2[CH:18]=[C:19]3[C:24](=[CH:25][CH:26]=2)[CH:23]=[C:22]([C:27]2[CH:32]=[CH:31][C:30]([C:33]4[NH:37][C:36]([C@@H:38]([NH:43]C(=O)OC(C)(C)C)[C:39]([CH3:42])([CH3:41])[CH3:40])=[N:35][CH:34]=4)=[CH:29][CH:28]=2)[CH:21]=[CH:20]3)=[CH:15][N:16]=1)[NH:4]C(OC(C)(C)C)=O.[ClH:53].O1CCOCC1. Product: [ClH:53].[NH2:4][C@H:3]([C:12]1[NH:13][C:14]([C:17]2[CH:18]=[C:19]3[C:24](=[CH:25][CH:26]=2)[CH:23]=[C:22]([C:27]2[CH:32]=[CH:31][C:30]([C:33]4[NH:37][C:36]([C@@H:38]([NH2:43])[C:39]([CH3:42])([CH3:41])[CH3:40])=[N:35][CH:34]=4)=[CH:29][CH:28]=2)[CH:21]=[CH:20]3)=[CH:15][N:16]=1)[C:2]([CH3:51])([CH3:52])[CH3:1]. The catalyst class is: 2. (4) Reactant: [Cl-].[Al+3].[Cl-].[Cl-].[CH3:5][C:6]1[CH:7]=[C:8]([SH:13])[CH:9]=[C:10]([CH3:12])[CH:11]=1.[C:14](Cl)(=[O:18])[C:15](Cl)=[O:16]. Product: [CH3:12][C:10]1[C:9]2[C:15](=[O:16])[C:14](=[O:18])[S:13][C:8]=2[CH:7]=[C:6]([CH3:5])[CH:11]=1. The catalyst class is: 2. (5) Product: [C:1]([O:8][CH2:9][C:10]([Cl:12])([Cl:31])[Cl:11])(=[O:7])[CH2:2][CH2:3][CH2:4][CH:5]=[CH2:6]. The catalyst class is: 142. Reactant: [C:1]([OH:8])(=[O:7])[CH2:2][CH2:3][CH2:4][CH:5]=[CH2:6].[CH:9](Cl)(O)[CH:10]([Cl:12])[Cl:11].C1CCC(N=C=NC2CCCCC2)CC1.C(Cl)[Cl:31].